This data is from Full USPTO retrosynthesis dataset with 1.9M reactions from patents (1976-2016). The task is: Predict the reactants needed to synthesize the given product. (1) The reactants are: C(OC([N:8]1[CH2:13][CH2:12][CH2:11][C@H:10]([C:14]2[N:18]=[C:17]([C:19]3[NH:20][CH:21]=[C:22]([CH3:24])[CH:23]=3)[O:16][N:15]=2)[CH2:9]1)=O)(C)(C)C.[Cl:25]CCl. Given the product [ClH:25].[CH3:24][C:22]1[CH:23]=[C:19]([C:17]2[O:16][N:15]=[C:14]([C@H:10]3[CH2:11][CH2:12][CH2:13][NH:8][CH2:9]3)[N:18]=2)[NH:20][CH:21]=1, predict the reactants needed to synthesize it. (2) Given the product [Br:22][C:23]1[CH:24]=[C:25]2[C:29](=[C:30]([C:32]([O:34][CH2:35][CH3:36])=[O:33])[CH:31]=1)[NH:28][CH:27]=[C:26]2[CH:6]1[CH2:7][CH:2]([CH3:1])[S:3][CH:4]([CH3:9])[CH2:5]1, predict the reactants needed to synthesize it. The reactants are: [CH3:1][CH:2]1[CH2:7][C:6](=O)[CH2:5][CH:4]([CH3:9])[S:3]1.[Si](OS(C(F)(F)F)(=O)=O)(C)(C)C.[Br:22][C:23]1[CH:24]=[C:25]2[C:29](=[C:30]([C:32]([O:34][CH2:35][CH3:36])=[O:33])[CH:31]=1)[NH:28][CH:27]=[CH:26]2.C([SiH](CC)CC)C. (3) Given the product [C:17]([CH2:16][C@@H:15]([NH:14][C:12]([C:8]1[C:7](=[O:34])[N:6]([CH2:5][C:4]2[CH:35]=[CH:36][C:37]([F:38])=[C:2]([F:1])[CH:3]=2)[CH:11]=[CH:10][CH:9]=1)=[O:13])[C:20]1[S:21][C:22]([C:25]2[C:33]3[C:28](=[N:29][CH:30]=[CH:31][CH:32]=3)[NH:27][CH:26]=2)=[CH:23][CH:24]=1)(=[O:18])[NH2:40], predict the reactants needed to synthesize it. The reactants are: [F:1][C:2]1[CH:3]=[C:4]([CH:35]=[CH:36][C:37]=1[F:38])[CH2:5][N:6]1[CH:11]=[CH:10][CH:9]=[C:8]([C:12]([NH:14][C@@H:15]([C:20]2[S:21][C:22]([C:25]3[C:33]4[C:28](=[N:29][CH:30]=[CH:31][CH:32]=4)[NH:27][CH:26]=3)=[CH:23][CH:24]=2)[CH2:16][C:17](O)=[O:18])=[O:13])[C:7]1=[O:34].C[N:40](C)C=O.[Cl-].[NH4+].C(N(CC)C(C)C)(C)C.F[P-](F)(F)(F)(F)F.C[N+](C)=C(N(C)C)ON1C2N=CC=CC=2N=N1. (4) Given the product [CH3:37][O:38][C:39]1[CH:44]=[C:43]([NH:45][C:46](=[O:58])[C:47]2[CH:52]=[CH:51][C:50]([CH2:53][CH2:54][CH2:55][CH2:56][CH3:57])=[CH:49][CH:48]=2)[CH:42]=[CH:41][C:40]=1[C:59]1[CH:67]=[C:66]2[C:62]([CH2:63][N:64]([C@@H:69]([CH:74]([CH3:75])[CH3:76])[C:70]([OH:72])=[O:71])[C:65]2=[O:68])=[CH:61][CH:60]=1, predict the reactants needed to synthesize it. The reactants are: C(C1C=CC(C(NC2C=CC(C3C=C4C(CN([C@@H](C(C)C)C(O)=O)C4=O)=CC=3)=NC=2)=O)=CC=1)(C)(C)C.[CH3:37][O:38][C:39]1[CH:44]=[C:43]([NH:45][C:46](=[O:58])[C:47]2[CH:52]=[CH:51][C:50]([CH2:53][CH2:54][CH2:55][CH2:56][CH3:57])=[CH:49][CH:48]=2)[CH:42]=[CH:41][C:40]=1[C:59]1[CH:67]=[C:66]2[C:62]([CH2:63][N:64]([C@@H:69]([CH:74]([CH3:76])[CH3:75])[C:70]([O:72]C)=[O:71])[C:65]2=[O:68])=[CH:61][CH:60]=1. (5) The reactants are: [C:1]([C:4]1[CH:5]=[C:6]([C:10]2[O:14][C:13]([C:15]([OH:17])=[O:16])=[CH:12][CH:11]=2)[CH:7]=[CH:8][CH:9]=1)(=O)[CH3:2].[NH:18]([C:20]1[S:21][C:22]2[CH:28]=[CH:27][CH:26]=[CH:25][C:23]=2[N:24]=1)[NH2:19]. Given the product [S:21]1[C:22]2[CH:28]=[CH:27][CH:26]=[CH:25][C:23]=2[N:24]=[C:20]1[NH:18][N:19]=[C:1]([C:4]1[CH:5]=[C:6]([C:10]2[O:14][C:13]([C:15]([OH:17])=[O:16])=[CH:12][CH:11]=2)[CH:7]=[CH:8][CH:9]=1)[CH3:2], predict the reactants needed to synthesize it. (6) The reactants are: [CH3:1][O:2][CH:3]([C:7]1[CH:12]=[CH:11][C:10]([N:13]2[CH2:18][CH2:17][O:16][CH2:15][CH2:14]2)=[CH:9][CH:8]=1)[C:4]([OH:6])=O.CN1CCOCC1.C(OC(Cl)=O)C(C)C.Cl.[CH3:35][NH:36][O:37][CH3:38].C([O-])(O)=O.[Na+]. Given the product [CH3:38][O:37][N:36]([CH3:35])[C:4](=[O:6])[CH:3]([O:2][CH3:1])[C:7]1[CH:12]=[CH:11][C:10]([N:13]2[CH2:18][CH2:17][O:16][CH2:15][CH2:14]2)=[CH:9][CH:8]=1, predict the reactants needed to synthesize it. (7) Given the product [O:1]1[C:6]2[CH:7]=[CH:8][C:9]([CH:11]([C:14]3[CH:23]=[CH:22][C:17]4[O:18][CH2:19][CH2:20][O:21][C:16]=4[CH:15]=3)[OH:12])=[CH:10][C:5]=2[O:4][CH2:3][CH2:2]1, predict the reactants needed to synthesize it. The reactants are: [O:1]1[C:6]2[CH:7]=[CH:8][C:9]([CH:11]=[O:12])=[CH:10][C:5]=2[O:4][CH2:3][CH2:2]1.Br[C:14]1[CH:23]=[CH:22][C:17]2[O:18][CH2:19][CH2:20][O:21][C:16]=2[CH:15]=1.C([Li])CCC.O1C2C=CC(C(C3C=C(OC)C=C(OC)C=3)O)=CC=2OCC1.